From a dataset of CYP3A4 inhibition data for predicting drug metabolism from PubChem BioAssay. Regression/Classification. Given a drug SMILES string, predict its absorption, distribution, metabolism, or excretion properties. Task type varies by dataset: regression for continuous measurements (e.g., permeability, clearance, half-life) or binary classification for categorical outcomes (e.g., BBB penetration, CYP inhibition). Dataset: cyp3a4_veith. (1) The drug is COc1cc(O)c2c(O)c3c(c4c2c1[C@@]1(C4)C(C)=CCCC1(C)C)[C@H](O)[C@@]1(O)CC(=O)C(C(N)=O)=C(O)[C@]1(O)C3=O. The result is 0 (non-inhibitor). (2) The drug is CCOC(=O)C1C(=O)NC(C)C1c1ccccc1. The result is 0 (non-inhibitor). (3) The molecule is CCS(=O)(=O)N1CCC(C(=O)NCCCN2CCCC2)CC1. The result is 0 (non-inhibitor). (4) The drug is Cl.Nc1cc(Cl)ccc1Oc1ccc(Cl)cc1. The result is 0 (non-inhibitor).